From a dataset of Reaction yield outcomes from USPTO patents with 853,638 reactions. Predict the reaction yield, written as a fraction of the theoretical maximum amount of product (1.0 means a 100% yield; for example, 0.34 means a 34% yield). (1) The reactants are Br[CH2:2][CH2:3][CH2:4][CH2:5][CH2:6][C:7]([NH:9][C:10]1[C:11]([S:17][CH3:18])=[N:12][C:13]([CH3:16])=[CH:14][CH:15]=1)=[O:8].[SH:19][C:20]1[O:21][C:22]2[CH:28]=[CH:27][CH:26]=[CH:25][C:23]=2[N:24]=1.C1OCCOCCOCCOCCOCCOC1.C(=O)([O-])[O-].[K+].[K+]. The catalyst is O.CN(C=O)C. The product is [O:21]1[C:22]2[CH:28]=[CH:27][CH:26]=[CH:25][C:23]=2[N:24]=[C:20]1[S:19][CH2:2][CH2:3][CH2:4][CH2:5][CH2:6][C:7]([NH:9][C:10]1[C:11]([S:17][CH3:18])=[N:12][C:13]([CH3:16])=[CH:14][CH:15]=1)=[O:8]. The yield is 0.780. (2) The reactants are [NH2:1][C:2]1[N:6]([C:7]2[CH:12]=[CH:11][CH:10]=[CH:9][CH:8]=2)[N:5]=[C:4]([C:13]([O:15]CC)=[O:14])[C:3]=1[CH3:18].[Li+].[OH-]. The catalyst is C1COCC1.CO. The product is [NH2:1][C:2]1[N:6]([C:7]2[CH:12]=[CH:11][CH:10]=[CH:9][CH:8]=2)[N:5]=[C:4]([C:13]([OH:15])=[O:14])[C:3]=1[CH3:18]. The yield is 0.960. (3) The catalyst is ClCCl. The product is [CH:1]([C:3]1[NH:8][C:9]2[C:22]([CH:4]=1)=[CH:21][C:25]([O:24][CH3:23])=[CH:11][CH:10]=2)([CH3:15])[CH3:2]. The yield is 0.280. The reactants are [CH:1]([Li])([CH2:3][CH3:4])[CH3:2].CO[N:8](C)[C:9](=O)[CH2:10][CH3:11].F[C:15](F)(F)C(O)=O.[CH2:21]1[CH2:25][O:24][CH2:23][CH2:22]1.